From a dataset of Peptide-MHC class II binding affinity with 134,281 pairs from IEDB. Regression. Given a peptide amino acid sequence and an MHC pseudo amino acid sequence, predict their binding affinity value. This is MHC class II binding data. (1) The peptide sequence is EVVDYLGIPASARPV. The MHC is DRB1_0404 with pseudo-sequence DRB1_0404. The binding affinity (normalized) is 0.973. (2) The peptide sequence is SELYLYKVVKIEPLGVAP. The MHC is DRB1_1101 with pseudo-sequence DRB1_1101. The binding affinity (normalized) is 0.558. (3) The peptide sequence is GELQIVDKIDEAFKI. The MHC is DRB3_0101 with pseudo-sequence DRB3_0101. The binding affinity (normalized) is 0.714. (4) The peptide sequence is AVKLQNNELSPVALR. The MHC is DRB1_0101 with pseudo-sequence DRB1_0101. The binding affinity (normalized) is 0.847. (5) The peptide sequence is MGRDIKVQFQSGGAN. The binding affinity (normalized) is 0.266. The MHC is HLA-DPA10301-DPB10402 with pseudo-sequence HLA-DPA10301-DPB10402. (6) The peptide sequence is AETAVNTLFEKLEPM. The MHC is DRB1_0401 with pseudo-sequence DRB1_0401. The binding affinity (normalized) is 0.439. (7) The binding affinity (normalized) is 0.304. The MHC is DRB1_0802 with pseudo-sequence DRB1_0802. The peptide sequence is GELQIVDKIDAAMKI.